Predict the product of the given reaction. From a dataset of Forward reaction prediction with 1.9M reactions from USPTO patents (1976-2016). (1) Given the reactants [C:1]([O:5][C:6]([N:8]([CH3:17])[CH2:9][CH2:10][CH:11]([OH:16])[C:12]([O:14][CH3:15])=[O:13])=[O:7])([CH3:4])([CH3:3])[CH3:2].CC(OI1(OC(C)=O)(OC(C)=O)OC(=O)C2C=CC=CC1=2)=O.C([O-])(O)=O.[Na+], predict the reaction product. The product is: [C:1]([O:5][C:6]([N:8]([CH3:17])[CH2:9][CH2:10][C:11](=[O:16])[C:12]([O:14][CH3:15])=[O:13])=[O:7])([CH3:3])([CH3:2])[CH3:4]. (2) Given the reactants [C:1]([C:4]1[C:9]2[S:10][C:11]([C:14]([NH:16][C:17]3[CH:26]=[CH:25][C:24]4[C:19](=[CH:20][CH:21]=[CH:22][C:23]=4[CH2:27][OH:28])[N:18]=3)=[O:15])=[C:12]([CH3:13])[C:8]=2[C:7]([CH2:29][O:30][CH3:31])=[CH:6][CH:5]=1)(=[O:3])[CH3:2].[C:32]1(=[O:38])[O:37][C:35](=[O:36])[CH2:34][CH2:33]1.C(N(CC)CC)C, predict the reaction product. The product is: [C:1]([C:4]1[C:9]2[S:10][C:11]([C:14]([NH:16][C:17]3[CH:26]=[CH:25][C:24]4[C:19](=[CH:20][CH:21]=[CH:22][C:23]=4[CH2:27][O:28][C:32](=[O:38])[CH2:33][CH2:34][C:35]([OH:37])=[O:36])[N:18]=3)=[O:15])=[C:12]([CH3:13])[C:8]=2[C:7]([CH2:29][O:30][CH3:31])=[CH:6][CH:5]=1)(=[O:3])[CH3:2]. (3) Given the reactants Cl.[NH2:2][C:3]1[CH:8]=[CH:7][C:6]([CH2:9][CH2:10][O:11][C:12]2[CH:17]=[CH:16][C:15]([CH2:18][C@H:19]([O:23][CH2:24][CH3:25])[C:20]([OH:22])=[O:21])=[CH:14][CH:13]=2)=[CH:5][CH:4]=1.[CH:26](O)=[O:27].C(OC(=O)C)(=O)C, predict the reaction product. The product is: [CH2:24]([O:23][C@@H:19]([CH2:18][C:15]1[CH:16]=[CH:17][C:12]([O:11][CH2:10][CH2:9][C:6]2[CH:5]=[CH:4][C:3]([NH:2][CH:26]=[O:27])=[CH:8][CH:7]=2)=[CH:13][CH:14]=1)[C:20]([OH:22])=[O:21])[CH3:25]. (4) Given the reactants [CH2:1]([O:8][N:9]1[C:14]2[N:15]=[CH:16][N:17]=[CH:18][C:13]=2[C:12]([NH:19][CH:20]2[C:28]3[C:23](=[CH:24][CH:25]=[CH:26][CH:27]=3)[CH2:22][CH2:21]2)=[C:11](C(OCC)=O)[C:10]1=[O:34])[C:2]1[CH:7]=[CH:6][CH:5]=[CH:4][CH:3]=1.[OH-].[Na+], predict the reaction product. The product is: [CH2:1]([O:8][N:9]1[C:14]2[N:15]=[CH:16][N:17]=[CH:18][C:13]=2[C:12]([NH:19][CH:20]2[C:28]3[C:23](=[CH:24][CH:25]=[CH:26][CH:27]=3)[CH2:22][CH2:21]2)=[CH:11][C:10]1=[O:34])[C:2]1[CH:7]=[CH:6][CH:5]=[CH:4][CH:3]=1. (5) Given the reactants [CH3:1][O:2][C:3]1[C:4](=[O:27])[C:5]([CH3:26])=[C:6]([C:12]([CH3:25])([CH3:24])[CH2:13][C:14](ON2C(=O)CCC2=O)=[O:15])[C:7](=[O:11])[C:8]=1[O:9][CH3:10].[N+:28]([O-:42])([O:30][CH2:31][C@@H:32]([O:38][N+:39]([O-:41])=[O:40])[CH2:33][CH2:34][CH2:35][CH2:36][OH:37])=[O:29].C(Cl)CCl, predict the reaction product. The product is: [CH3:1][O:2][C:3]1[C:4](=[O:27])[C:5]([CH3:26])=[C:6]([C:12]([CH3:24])([CH3:25])[CH2:13][C:14]([O:37][CH2:36][CH2:35][CH2:34][CH2:33][C@H:32]([O:38][N+:39]([O-:41])=[O:40])[CH2:31][O:30][N+:28]([O-:42])=[O:29])=[O:15])[C:7](=[O:11])[C:8]=1[O:9][CH3:10]. (6) Given the reactants Cl.[NH2:2][C@H:3]1[CH2:10][CH2:9][CH2:8][NH:7][C:5](=[O:6])[CH2:4]1.C([O-])([O-])=O.[Na+].[Na+].[C:17](Cl)(=[O:28])[CH2:18][CH2:19][CH2:20][CH2:21][CH2:22][CH2:23][CH2:24][CH2:25][C:26]#[CH:27], predict the reaction product. The product is: [C:17]([NH:2][C@H:3]1[CH2:10][CH2:9][CH2:8][NH:7][C:5](=[O:6])[CH2:4]1)(=[O:28])[CH2:18][CH2:19][CH2:20][CH2:21][CH2:22][CH2:23][CH2:24][CH2:25][C:26]#[CH:27]. (7) The product is: [F:1][C:2]1[CH:7]=[CH:6][C:5]([CH:8]([C:12]2[CH:17]=[CH:16][C:15]([S:18]([CH3:21])(=[O:20])=[O:19])=[CH:14][CH:13]=2)[CH2:9][CH2:10][NH2:11])=[CH:4][CH:3]=1. Given the reactants [F:1][C:2]1[CH:7]=[CH:6][C:5](/[C:8](/[C:12]2[CH:17]=[CH:16][C:15]([S:18]([CH3:21])(=[O:20])=[O:19])=[CH:14][CH:13]=2)=[CH:9]\[C:10]#[N:11])=[CH:4][CH:3]=1, predict the reaction product. (8) Given the reactants [N+:1]([O-:4])(O)=[O:2].[CH:5]12[CH2:23][CH2:22][CH:12]([CH2:13][N:14]([C:16](=[O:21])[C:17]([F:20])([F:19])[F:18])[CH2:15]1)[C:11]1[CH:10]=[CH:9][CH:8]=[CH:7][C:6]2=1.C(Cl)(Cl)Cl.C([O-])(O)=O.[Na+], predict the reaction product. The product is: [N+:1]([C:9]1[CH:8]=[CH:7][C:6]2[CH:5]3[CH2:23][CH2:22][CH:12]([CH2:13][N:14]([C:16](=[O:21])[C:17]([F:19])([F:18])[F:20])[CH2:15]3)[C:11]=2[CH:10]=1)([O-:4])=[O:2].